Dataset: NCI-60 drug combinations with 297,098 pairs across 59 cell lines. Task: Regression. Given two drug SMILES strings and cell line genomic features, predict the synergy score measuring deviation from expected non-interaction effect. (1) Drug 1: C1=CC(=CC=C1CCCC(=O)O)N(CCCl)CCCl. Drug 2: C(CN)CNCCSP(=O)(O)O. Cell line: HOP-62. Synergy scores: CSS=22.8, Synergy_ZIP=-0.498, Synergy_Bliss=-1.24, Synergy_Loewe=-17.8, Synergy_HSA=-1.31. (2) Drug 1: CN(C)N=NC1=C(NC=N1)C(=O)N. Drug 2: C1CC(=O)NC(=O)C1N2C(=O)C3=CC=CC=C3C2=O. Cell line: SK-OV-3. Synergy scores: CSS=9.41, Synergy_ZIP=-1.38, Synergy_Bliss=4.74, Synergy_Loewe=5.02, Synergy_HSA=5.07. (3) Drug 1: C1=C(C(=O)NC(=O)N1)N(CCCl)CCCl. Drug 2: COC1=NC(=NC2=C1N=CN2C3C(C(C(O3)CO)O)O)N. Cell line: CAKI-1. Synergy scores: CSS=38.7, Synergy_ZIP=2.79, Synergy_Bliss=4.93, Synergy_Loewe=7.27, Synergy_HSA=7.52. (4) Drug 1: CC1C(C(CC(O1)OC2CC(CC3=C2C(=C4C(=C3O)C(=O)C5=C(C4=O)C(=CC=C5)OC)O)(C(=O)CO)O)N)O.Cl. Drug 2: C1=C(C(=O)NC(=O)N1)F. Cell line: RXF 393. Synergy scores: CSS=36.1, Synergy_ZIP=-10.5, Synergy_Bliss=-1.28, Synergy_Loewe=1.39, Synergy_HSA=0.546. (5) Drug 1: C1=NC2=C(N=C(N=C2N1C3C(C(C(O3)CO)O)F)Cl)N. Drug 2: C(CC(=O)O)C(=O)CN.Cl. Cell line: IGROV1. Synergy scores: CSS=3.02, Synergy_ZIP=-1.17, Synergy_Bliss=-0.349, Synergy_Loewe=-1.99, Synergy_HSA=-2.01. (6) Drug 1: CC1=C2C(C(=O)C3(C(CC4C(C3C(C(C2(C)C)(CC1OC(=O)C(C(C5=CC=CC=C5)NC(=O)OC(C)(C)C)O)O)OC(=O)C6=CC=CC=C6)(CO4)OC(=O)C)OC)C)OC. Drug 2: C1=NC(=NC(=O)N1C2C(C(C(O2)CO)O)O)N. Cell line: CCRF-CEM. Synergy scores: CSS=78.9, Synergy_ZIP=27.4, Synergy_Bliss=27.2, Synergy_Loewe=-1.28, Synergy_HSA=28.1.